The task is: Predict the product of the given reaction.. This data is from Forward reaction prediction with 1.9M reactions from USPTO patents (1976-2016). (1) Given the reactants [CH2:1]([C:5]1([N:33]([CH3:35])[CH3:34])[CH2:10][CH2:9][C:8]([C:22]2[N:23]([CH3:32])[C:24]3[C:29]([C:30]=2[CH3:31])=[CH:28][CH:27]=[CH:26][CH:25]=3)([C:11]2[N:12]([CH3:21])[C:13]3[C:18]([C:19]=2[CH3:20])=[CH:17][CH:16]=[CH:15][CH:14]=3)[CH2:7][CH2:6]1)[CH2:2][CH2:3][CH3:4].[Cl:36][Si](C)(C)C, predict the reaction product. The product is: [ClH:36].[CH2:1]([C:5]1([N:33]([CH3:35])[CH3:34])[CH2:10][CH2:9][C:8]([C:22]2[N:23]([CH3:32])[C:24]3[C:29]([C:30]=2[CH3:31])=[CH:28][CH:27]=[CH:26][CH:25]=3)([C:11]2[N:12]([CH3:21])[C:13]3[C:18]([C:19]=2[CH3:20])=[CH:17][CH:16]=[CH:15][CH:14]=3)[CH2:7][CH2:6]1)[CH2:2][CH2:3][CH3:4]. (2) Given the reactants [OH:1][CH2:2][CH:3]1[CH2:7][CH2:6][C:5](=[O:8])[CH2:4]1.N1C=CN=C1.[CH3:14][C:15]([Si:18](Cl)([CH3:20])[CH3:19])([CH3:17])[CH3:16], predict the reaction product. The product is: [Si:18]([O:1][CH2:2][CH:3]1[CH2:7][CH2:6][C:5](=[O:8])[CH2:4]1)([C:15]([CH3:17])([CH3:16])[CH3:14])([CH3:20])[CH3:19]. (3) Given the reactants [CH:1]1([C:6]([C:12]2[CH:17]=[CH:16][CH:15]=[CH:14][CH:13]=2)([CH3:11])[C:7]([O:9]C)=[O:8])[CH2:5][CH2:4][CH2:3][CH2:2]1.[OH-].[Na+], predict the reaction product. The product is: [CH:1]1([C:6]([C:12]2[CH:13]=[CH:14][CH:15]=[CH:16][CH:17]=2)([CH3:11])[C:7]([OH:9])=[O:8])[CH2:5][CH2:4][CH2:3][CH2:2]1. (4) Given the reactants [Br:1][C:2]1[CH:3]=[N:4][N:5]([CH3:11])[C:6]=1[C:7](OC)=[O:8].[H-].C([Al+]CC(C)C)C(C)C, predict the reaction product. The product is: [Br:1][C:2]1[CH:3]=[N:4][N:5]([CH3:11])[C:6]=1[CH2:7][OH:8]. (5) Given the reactants Cl[C:2]1[N:7]=[C:6]([N:8]2[C:12]3[CH:13]=[CH:14][CH:15]=[CH:16][C:11]=3[N:10]=[C:9]2[CH:17]([F:19])[F:18])[N:5]=[C:4]([N:20]2[CH2:25][CH2:24][O:23][CH2:22][CH2:21]2)[N:3]=1.[CH2:26]([O:28][CH2:29][CH2:30][N:31]1[CH2:36][CH2:35][NH:34][CH2:33][CH2:32]1)[CH3:27], predict the reaction product. The product is: [F:19][CH:17]([F:18])[C:9]1[N:8]([C:6]2[N:7]=[C:2]([N:34]3[CH2:35][CH2:36][N:31]([CH2:30][CH2:29][O:28][CH2:26][CH3:27])[CH2:32][CH2:33]3)[N:3]=[C:4]([N:20]3[CH2:25][CH2:24][O:23][CH2:22][CH2:21]3)[N:5]=2)[C:12]2[CH:13]=[CH:14][CH:15]=[CH:16][C:11]=2[N:10]=1. (6) Given the reactants C([O:8][C:9]([N:11]1[CH2:16][CH2:15][CH:14]([C:17]2[CH:21]=[C:20]([C:22]3[CH:27]=[CH:26][C:25]([O:28]C(=O)C)=[CH:24][CH:23]=3)[N:19]([C:32]3[CH:37]=[CH:36][C:35]([O:38]C(=O)C)=[CH:34][CH:33]=3)[N:18]=2)[CH2:13][CH2:12]1)=O)C1C=CC=CC=1.ClC(Cl)(OC(=O)OC(Cl)(Cl)Cl)Cl.C(N(CC)CC)C.Cl.[CH3:62][NH:63][OH:64].C(=O)([O-])[O-].[K+].[K+], predict the reaction product. The product is: [OH:38][C:35]1[CH:34]=[CH:33][C:32]([N:19]2[C:20]([C:22]3[CH:23]=[CH:24][C:25]([OH:28])=[CH:26][CH:27]=3)=[CH:21][C:17]([CH:14]3[CH2:15][CH2:16][N:11]([C:9](=[O:8])[N:63]([OH:64])[CH3:62])[CH2:12][CH2:13]3)=[N:18]2)=[CH:37][CH:36]=1. (7) Given the reactants Br[C:2]1[C:3]([NH:14][C:15]2[C:24]3[C:19](=[CH:20][C:21]([F:26])=[CH:22][C:23]=3[F:25])[N:18]=[C:17]([C:27]3[CH:32]=[CH:31][CH:30]=[CH:29][N:28]=3)[C:16]=2[CH3:33])=[CH:4][C:5]([N:8]2[CH2:13][CH2:12][O:11][CH2:10][CH2:9]2)=[N:6][CH:7]=1.[CH3:34][S:35]([C:38]1[CH:39]=[C:40](B(O)O)[CH:41]=[N:42][CH:43]=1)(=[O:37])=[O:36].C1(P(C2CCCCC2)C2CCCCC2)CCCCC1.[O-]P([O-])([O-])=O.[K+].[K+].[K+], predict the reaction product. The product is: [F:25][C:23]1[CH:22]=[C:21]([F:26])[CH:20]=[C:19]2[C:24]=1[C:15]([NH:14][C:3]1[CH:4]=[C:5]([N:8]3[CH2:13][CH2:12][O:11][CH2:10][CH2:9]3)[N:6]=[CH:7][C:2]=1[C:40]1[CH:41]=[N:42][CH:43]=[C:38]([S:35]([CH3:34])(=[O:37])=[O:36])[CH:39]=1)=[C:16]([CH3:33])[C:17]([C:27]1[CH:32]=[CH:31][CH:30]=[CH:29][N:28]=1)=[N:18]2.